Predict the reactants needed to synthesize the given product. From a dataset of Full USPTO retrosynthesis dataset with 1.9M reactions from patents (1976-2016). (1) Given the product [N:24]1[CH:22]=[C:17]([CH2:11][CH2:10][CH2:15][N:1]2[CH2:2][CH2:3][CH:4]([N:7]3[C:11]4[CH:12]=[CH:13][CH:14]=[CH:15][C:10]=4[NH:9][C:8]3=[O:16])[CH2:5][CH2:6]2)[N:18]2[CH:20]=[CH:4][CH:3]=[CH:2][C:19]=12, predict the reactants needed to synthesize it. The reactants are: [NH:1]1[CH2:6][CH2:5][CH:4]([N:7]2[C:11]3[CH:12]=[CH:13][CH:14]=[CH:15][C:10]=3[NH:9][C:8]2=[O:16])[CH2:3][CH2:2]1.[CH3:17][N:18]([CH:20]=O)[CH3:19].[C:22](#[N:24])C. (2) Given the product [CH2:16]([O:15][P:14]([C:19]([F:35])([F:36])[C:20](=[O:34])[CH2:21][C:22]([C:25]1[CH:30]=[C:29]([F:31])[CH:28]=[CH:27][C:26]=1[O:32][CH3:33])([CH3:23])[CH3:24])(=[O:18])[O:13][CH2:11][CH3:12])[CH3:17], predict the reactants needed to synthesize it. The reactants are: C(Cl)(=O)C(Cl)=O.CS(C)=O.[CH2:11]([O:13][P:14]([C:19]([F:36])([F:35])[CH:20]([OH:34])[CH2:21][C:22]([C:25]1[CH:30]=[C:29]([F:31])[CH:28]=[CH:27][C:26]=1[O:32][CH3:33])([CH3:24])[CH3:23])(=[O:18])[O:15][CH2:16][CH3:17])[CH3:12].C(N(CC)CC)C. (3) The reactants are: [NH2:1][C:2]1[CH:3]=[C:4]([NH:8][C:9]2[CH:14]=[C:13]([NH:15][C:16]3[CH:21]=[CH:20][CH:19]=[C:18]([O:22][C:23]4[CH:28]=[CH:27][CH:26]=[CH:25][CH:24]=4)[CH:17]=3)[N:12]=[CH:11][N:10]=2)[CH:5]=[CH:6][CH:7]=1.CCN(CC)CC.CN1[C:41](=[O:42])[CH2:40][CH2:39]C1.C(Cl)(=O)C=C. Given the product [O:22]([C:18]1[CH:17]=[C:16]([NH:15][C:13]2[N:12]=[CH:11][N:10]=[C:9]([NH:8][C:4]3[CH:3]=[C:2]([NH:1][C:41](=[O:42])[CH:40]=[CH2:39])[CH:7]=[CH:6][CH:5]=3)[CH:14]=2)[CH:21]=[CH:20][CH:19]=1)[C:23]1[CH:28]=[CH:27][CH:26]=[CH:25][CH:24]=1, predict the reactants needed to synthesize it. (4) Given the product [CH3:21][NH:22][C@H:23]([C:2]([OH:6])=[O:1])[CH2:24][C:25]1[C:26]2[C:31](=[CH:30][CH:29]=[CH:28][CH:27]=2)[NH:32][CH:33]=1, predict the reactants needed to synthesize it. The reactants are: [O:1]1CCN[C:2]1=[O:6].C([SiH](CC)CC)C.FC(F)(F)C(O)=O.[CH:21]1[C:33]2[NH:32][C:31]3[C:26](=[CH:27][CH:28]=[CH:29][CH:30]=3)[C:25]=2[CH:24]=[CH:23][N:22]=1.C([NH3+])(C)(C)C.C(N)(C)(C)C. (5) Given the product [C:1]([O:5][C:6]([N:8]([CH2:46][CH3:47])[CH2:9][CH2:10][N:11]([C:18](=[O:43])[C:19]1[CH:24]=[CH:23][CH:22]=[C:21]([CH2:25][O:26][C:27]2[CH:32]=[CH:31][C:30]([C:33]3[CH:38]=[C:37]([F:39])[C:36]([F:40])=[CH:35][C:34]=3[S:41][CH3:42])=[CH:29][CH:28]=2)[CH:20]=1)[CH2:12][C:13]([OH:15])=[O:14])=[O:7])([CH3:2])([CH3:4])[CH3:3], predict the reactants needed to synthesize it. The reactants are: [C:1]([O:5][C:6]([NH:8][CH2:9][CH2:10][N:11]([C:18](=[O:43])[C:19]1[CH:24]=[CH:23][CH:22]=[C:21]([CH2:25][O:26][C:27]2[CH:32]=[CH:31][C:30]([C:33]3[CH:38]=[C:37]([F:39])[C:36]([F:40])=[CH:35][C:34]=3[S:41][CH3:42])=[CH:29][CH:28]=2)[CH:20]=1)[CH2:12][C:13]([O:15]CC)=[O:14])=[O:7])([CH3:4])([CH3:3])[CH3:2].[H-].[Na+].[CH2:46](I)[CH3:47].[Cl-].[NH4+]. (6) Given the product [C:48]([OH:51])(=[O:50])[CH3:49].[NH2:1][C:2]1[N:7]=[CH:6][N:5]=[C:4]2[N:8]([C:33]3[CH:38]=[CH:37][C:36]([CH2:39][NH:46][CH2:45][CH2:44][CH2:43][N:42]([CH3:47])[CH3:41])=[CH:35][CH:34]=3)[N:9]=[C:10]([C:11]3[CH:16]=[CH:15][C:14]([NH:17][C:18](=[O:30])[C:19]4[CH:24]=[CH:23][C:22]([C:25]([F:28])([F:27])[F:26])=[CH:21][C:20]=4[F:29])=[C:13]([O:31][CH3:32])[CH:12]=3)[C:3]=12, predict the reactants needed to synthesize it. The reactants are: [NH2:1][C:2]1[N:7]=[CH:6][N:5]=[C:4]2[N:8]([C:33]3[CH:38]=[CH:37][C:36]([CH:39]=O)=[CH:35][CH:34]=3)[N:9]=[C:10]([C:11]3[CH:16]=[CH:15][C:14]([NH:17][C:18](=[O:30])[C:19]4[CH:24]=[CH:23][C:22]([C:25]([F:28])([F:27])[F:26])=[CH:21][C:20]=4[F:29])=[C:13]([O:31][CH3:32])[CH:12]=3)[C:3]=12.[CH3:41][N:42]([CH3:47])[CH2:43][CH2:44][CH2:45][NH2:46].[C:48]([O:51][BH-]([O:51][C:48](=[O:50])[CH3:49])[O:51][C:48](=[O:50])[CH3:49])(=[O:50])[CH3:49].[Na+].[OH-].[Na+].